This data is from Forward reaction prediction with 1.9M reactions from USPTO patents (1976-2016). The task is: Predict the product of the given reaction. (1) Given the reactants [NH2:1][CH:2]1[CH2:7][CH2:6][N:5]([CH2:8][C@H:9]2[C:13]3=[C:14]([F:22])[CH:15]=[N:16][C:17]4[CH:18]=[CH:19][C:20](=[O:21])[N:11]([C:12]=43)[CH2:10]2)[CH2:4][CH2:3]1.C(OC(=O)NC1CCNCC1O)(C)(C)C.[O:38]=[C:39]1[CH2:44][S:43][C:42]2[N:45]=[CH:46][C:47]([CH:49]=O)=[CH:48][C:41]=2[NH:40]1.C([BH3-])#N.[Na+].C(Cl)(Cl)[Cl:56], predict the reaction product. The product is: [ClH:56].[F:22][C:14]1[CH:15]=[N:16][C:17]2[CH:18]=[CH:19][C:20](=[O:21])[N:11]3[CH2:10][C@@H:9]([CH2:8][N:5]4[CH2:6][CH2:7][CH:2]([NH:1][CH2:49][C:47]5[CH:46]=[N:45][C:42]6[S:43][CH2:44][C:39](=[O:38])[NH:40][C:41]=6[CH:48]=5)[CH2:3][CH2:4]4)[C:13]=1[C:12]=23. (2) Given the reactants [N+:1]([C:4]1[CH:5]=[C:6]([OH:14])[CH:7]=[C:8]([C:10]([F:13])([F:12])[F:11])[CH:9]=1)([O-:3])=[O:2].O[CH:16]1[CH2:19][N:18]([C:20]([O:22][C:23]([CH3:26])([CH3:25])[CH3:24])=[O:21])[CH2:17]1.C1C=CC(P(C2C=CC=CC=2)C2C=CC=CC=2)=CC=1.N(C(OCC)=O)=NC(OCC)=O.C([O-])(O)=O.[Na+], predict the reaction product. The product is: [N+:1]([C:4]1[CH:5]=[C:6]([CH:7]=[C:8]([C:10]([F:11])([F:12])[F:13])[CH:9]=1)[O:14][CH:16]1[CH2:17][N:18]([C:20]([O:22][C:23]([CH3:26])([CH3:25])[CH3:24])=[O:21])[CH2:19]1)([O-:3])=[O:2]. (3) Given the reactants Br[C:2]1[C:3]([NH:9][CH:10]([CH2:13][CH3:14])[CH2:11][CH3:12])=[N:4][C:5]([Cl:8])=[N:6][CH:7]=1.[CH2:15]([O:17][CH:18]([O:21][CH2:22][CH3:23])[C:19]#[CH:20])[CH3:16].CCN(CC)CC, predict the reaction product. The product is: [Cl:8][C:5]1[N:4]=[C:3]([NH:9][CH:10]([CH2:13][CH3:14])[CH2:11][CH3:12])[C:2]([C:20]#[C:19][CH:18]([O:21][CH2:22][CH3:23])[O:17][CH2:15][CH3:16])=[CH:7][N:6]=1. (4) Given the reactants [F:1][C:2]1[C:3]([C:9]#[N:10])=[N:4][CH:5]=[C:6](I)[CH:7]=1.[Cl-].[F:12][C:13]1[CH:20]=[CH:19][C:16]([CH2:17][Zn+])=[CH:15][CH:14]=1.O.C(OCC)(=O)C, predict the reaction product. The product is: [F:1][C:2]1[C:3]([C:9]#[N:10])=[N:4][CH:5]=[C:6]([CH2:17][C:16]2[CH:19]=[CH:20][C:13]([F:12])=[CH:14][CH:15]=2)[CH:7]=1. (5) The product is: [F:15][C:16]1[CH:24]=[C:23]2[C:19]([C:20]([C:25]3[CH:26]=[N:27][N:28]([CH:30]4[CH2:35][CH2:34][N:33]([C:11](=[O:13])[C@@H:9]([NH:8][C:1](=[O:2])[O:3][C:4]([CH3:5])([CH3:6])[CH3:7])[CH3:10])[CH2:32][CH2:31]4)[CH:29]=3)=[CH:21][NH:22]2)=[CH:18][CH:17]=1. Given the reactants [C:1]([NH:8][C@H:9]([C:11]([OH:13])=O)[CH3:10])([O:3][C:4]([CH3:7])([CH3:6])[CH3:5])=[O:2].Cl.[F:15][C:16]1[CH:24]=[C:23]2[C:19]([C:20]([C:25]3[CH:26]=[N:27][N:28]([CH:30]4[CH2:35][CH2:34][NH:33][CH2:32][CH2:31]4)[CH:29]=3)=[CH:21][NH:22]2)=[CH:18][CH:17]=1, predict the reaction product. (6) Given the reactants [CH3:1][C:2]1[CH:3]=[CH:4][C:5]([N+:9]([O-:11])=[O:10])=[C:6]([OH:8])[CH:7]=1.[C:12]([O-])([O-])=O.[K+].[K+].CI, predict the reaction product. The product is: [CH3:12][O:8][C:6]1[CH:7]=[C:2]([CH3:1])[CH:3]=[CH:4][C:5]=1[N+:9]([O-:11])=[O:10]. (7) Given the reactants Br[C:2]1[NH:3][C:4]2[C:9]([C:10]=1[CH:11]=[O:12])=[CH:8][C:7]([O:13][CH3:14])=[CH:6][CH:5]=2.[CH3:15][O:16][C:17]1[CH:22]=[CH:21][CH:20]=[C:19]([O:23][CH3:24])[C:18]=1B(O)O.C1C=CC(P(C2C=CC=CC=2)C2C=CC=CC=2)=CC=1.[O-]P([O-])([O-])=O.[K+].[K+].[K+].COOB(C1C=CC=CC=1)OOC, predict the reaction product. The product is: [CH3:15][O:16][C:17]1[CH:22]=[CH:21][CH:20]=[C:19]([O:23][CH3:24])[C:18]=1[C:2]1[NH:3][C:4]2[C:9]([C:10]=1[CH:11]=[O:12])=[CH:8][C:7]([O:13][CH3:14])=[CH:6][CH:5]=2. (8) Given the reactants [CH2:1]([S:8]([NH:11][C:12]([CH:14]1[CH2:17][N:16]([C:18]2[C:28]([C:29]#[N:30])=[CH:27][C:21]([C:22]([O:24][CH2:25][CH3:26])=[O:23])=[C:20]([CH2:31]Cl)[N:19]=2)[CH2:15]1)=[O:13])(=[O:10])=[O:9])[C:2]1[CH:7]=[CH:6][CH:5]=[CH:4][CH:3]=1.[I-].[Na+].[N-:35]=[N+:36]=[N-:37].[Na+], predict the reaction product. The product is: [N:35]([CH2:31][C:20]1[N:19]=[C:18]([N:16]2[CH2:17][CH:14]([C:12](=[O:13])[NH:11][S:8]([CH2:1][C:2]3[CH:7]=[CH:6][CH:5]=[CH:4][CH:3]=3)(=[O:10])=[O:9])[CH2:15]2)[C:28]([C:29]#[N:30])=[CH:27][C:21]=1[C:22]([O:24][CH2:25][CH3:26])=[O:23])=[N+:36]=[N-:37]. (9) The product is: [NH2:1][C@@H:2]([C:5]1[CH:6]=[CH:7][C:8]([S:11]([NH:14][C:15]([CH3:16])([CH3:18])[CH3:17])(=[O:13])=[O:12])=[CH:9][CH:10]=1)[CH3:3]. Given the reactants [NH2:1][C@@H:2]([C:5]1[CH:10]=[CH:9][C:8]([S:11]([NH:14][C:15]([CH3:18])([CH3:17])[CH3:16])(=[O:13])=[O:12])=[CH:7][CH:6]=1)[CH2:3]C.C1([C@H](N)C)C=CC=CC=1, predict the reaction product.